Dataset: Catalyst prediction with 721,799 reactions and 888 catalyst types from USPTO. Task: Predict which catalyst facilitates the given reaction. The catalyst class is: 1. Product: [CH3:18]/[C:17](/[CH2:19][CH2:20][CH:21]=[C:22]([CH3:24])[CH3:23])=[CH:16]\[CH2:15][CH2:3][C:4](=[O:9])[CH2:5][C:6](=[O:8])[CH3:7]. Reactant: [H-].[Na+].[CH3:3][C:4](=[O:9])[CH2:5][C:6](=[O:8])[CH3:7].[Li]CCCC.[CH2:15](Br)/[CH:16]=[C:17](/[CH2:19][CH2:20][CH:21]=[C:22]([CH3:24])[CH3:23])\[CH3:18].